This data is from Catalyst prediction with 721,799 reactions and 888 catalyst types from USPTO. The task is: Predict which catalyst facilitates the given reaction. Product: [CH3:13][O:12][N:9]1[CH2:10][CH2:11][C:6]2([N:2]([O:1][CH:31]3[CH2:32][CH2:33][CH2:34][O:30]3)[C:3](=[O:29])[C:4]([C:20]3[C:21]([CH3:28])=[CH:22][C:23]([CH3:27])=[CH:24][C:25]=3[CH3:26])=[C:5]2[O:14][C:15](=[O:19])[O:16][CH2:17][CH3:18])[CH2:7][CH2:8]1. The catalyst class is: 4. Reactant: [OH:1][N:2]1[C:6]2([CH2:11][CH2:10][N:9]([O:12][CH3:13])[CH2:8][CH2:7]2)[C:5]([O:14][C:15](=[O:19])[O:16][CH2:17][CH3:18])=[C:4]([C:20]2[C:25]([CH3:26])=[CH:24][C:23]([CH3:27])=[CH:22][C:21]=2[CH3:28])[C:3]1=[O:29].[O:30]1[CH:34]=[CH:33][CH2:32][CH2:31]1.O.C1(C)C=CC(S(O)(=O)=O)=CC=1.